This data is from Full USPTO retrosynthesis dataset with 1.9M reactions from patents (1976-2016). The task is: Predict the reactants needed to synthesize the given product. (1) Given the product [Cl:1][C:2]1[CH:3]=[C:4]([NH:5][NH2:9])[CH:6]=[CH:7][CH:8]=1, predict the reactants needed to synthesize it. The reactants are: [Cl:1][C:2]1[CH:3]=[C:4]([CH:6]=[CH:7][CH:8]=1)[NH2:5].[N:9]([O-])=O.[Na+].O.O.Cl[Sn]Cl.[OH-].[Na+]. (2) Given the product [CH3:1][O:2][C:3]1[CH:4]=[C:5]([CH:6]=[CH:7][C:8]=1[OH:9])/[CH:10]=[CH:11]\[CH:18]([S:19][CH:18](/[CH:11]=[CH:10]\[C:5]1[CH:6]=[CH:7][C:8]([OH:9])=[C:3]([O:2][CH3:1])[CH:4]=1)[C:17]1[CH:20]=[CH:21][C:14]([O:13][CH3:12])=[CH:15][CH:16]=1)[C:17]1[CH:20]=[CH:21][C:14]([O:13][CH3:12])=[CH:15][CH:16]=1, predict the reactants needed to synthesize it. The reactants are: [CH3:1][O:2][C:3]1[CH:4]=[C:5]([C:10]#[CH:11])[CH:6]=[CH:7][C:8]=1[OH:9].[CH3:12][O:13][C:14]1[CH:21]=[CH:20][C:17]([CH2:18][SH:19])=[CH:16][CH:15]=1.[Na]. (3) Given the product [CH2:21]([O:20][C@@H:19]1[C@@H:18]([O:28][CH2:29][C:30]2[CH:31]=[CH:32][CH:33]=[CH:34][CH:35]=2)[C@H:17]([O:36][CH2:37][C:38]2[CH:43]=[CH:42][CH:41]=[CH:40][CH:39]=2)[C@@H:16]([CH2:44][O:45][CH2:46][C:47]2[CH:48]=[CH:49][CH:50]=[CH:51][CH:52]=2)[O:15][C@H:14]1[C:12]1[CH:13]=[C:6]([CH2:5][O:4][CH3:3])[CH:7]=[C:8]([CH2:9][OH:10])[CH:11]=1)[C:22]1[CH:23]=[CH:24][CH:25]=[CH:26][CH:27]=1, predict the reactants needed to synthesize it. The reactants are: [BH4-].[Na+].[CH3:3][O:4][CH2:5][C:6]1[CH:7]=[C:8]([CH:11]=[C:12]([C@H:14]2[C@H:19]([O:20][CH2:21][C:22]3[CH:27]=[CH:26][CH:25]=[CH:24][CH:23]=3)[C@@H:18]([O:28][CH2:29][C:30]3[CH:35]=[CH:34][CH:33]=[CH:32][CH:31]=3)[C@H:17]([O:36][CH2:37][C:38]3[CH:43]=[CH:42][CH:41]=[CH:40][CH:39]=3)[C@@H:16]([CH2:44][O:45][CH2:46][C:47]3[CH:52]=[CH:51][CH:50]=[CH:49][CH:48]=3)[O:15]2)[CH:13]=1)[CH:9]=[O:10].CO.C1COCC1. (4) Given the product [Br:1][C:2]1[CH:7]=[CH:6][C:5]([S:8][CH:18]2[CH2:19][CH2:14][CH2:15][N:16]([C:20]([O:22][C:23]([CH3:26])([CH3:25])[CH3:24])=[O:21])[CH2:17]2)=[CH:4][CH:3]=1, predict the reactants needed to synthesize it. The reactants are: [Br:1][C:2]1[CH:7]=[CH:6][C:5]([SH:8])=[CH:4][CH:3]=1.CS(O[CH:14]1[CH2:19][CH2:18][CH2:17][N:16]([C:20]([O:22][C:23]([CH3:26])([CH3:25])[CH3:24])=[O:21])[CH2:15]1)(=O)=O.C([O-])([O-])=O.[K+].[K+].